This data is from Full USPTO retrosynthesis dataset with 1.9M reactions from patents (1976-2016). The task is: Predict the reactants needed to synthesize the given product. (1) Given the product [CH2:1]([O:3][C:4]([C:6]1[N:7]=[N:8][N:9]([CH3:15])[C:10]=1[O:11][CH:12]([F:13])[F:14])=[O:5])[CH3:2].[CH2:1]([O:3][C:4]([C:6]1[C:10]([O:11][CH:12]([F:13])[F:14])=[N:9][N:8]([CH3:15])[N:7]=1)=[O:5])[CH3:2], predict the reactants needed to synthesize it. The reactants are: [CH2:1]([O:3][C:4]([C:6]1[N:7]=[N:8][NH:9][C:10]=1[O:11][CH:12]([F:14])[F:13])=[O:5])[CH3:2].[CH3:15]I. (2) Given the product [CH2:17]([NH:19][C:20]([NH:1][C:2]1[CH:10]=[CH:9][CH:8]=[C:7]([CH3:11])[C:3]=1[C:4]([OH:6])=[O:5])=[O:21])[CH3:18], predict the reactants needed to synthesize it. The reactants are: [NH2:1][C:2]1[CH:10]=[CH:9][CH:8]=[C:7]([CH3:11])[C:3]=1[C:4]([OH:6])=[O:5].C(=O)(O)[O-].[Na+].[CH2:17]([N:19]=[C:20]=[O:21])[CH3:18]. (3) Given the product [CH3:1][N:2]1[C:6]([C:7]2[CH:8]=[C:9]([NH:10][C:16]3[C:17]4[CH2:26][CH2:25][O:24][C:23]5[CH:27]=[CH:28][CH:29]=[CH:30][C:22]=5[C:18]=4[N:19]=[CH:20][N:21]=3)[CH:11]=[CH:12][CH:13]=2)=[CH:5][N:4]=[C:3]1[CH3:14], predict the reactants needed to synthesize it. The reactants are: [CH3:1][N:2]1[C:6]([C:7]2[CH:8]=[C:9]([CH:11]=[CH:12][CH:13]=2)[NH2:10])=[CH:5][N:4]=[C:3]1[CH3:14].Cl[C:16]1[C:17]2[CH2:26][CH2:25][O:24][C:23]3[CH:27]=[CH:28][CH:29]=[CH:30][C:22]=3[C:18]=2[N:19]=[CH:20][N:21]=1.CO. (4) The reactants are: [CH3:1][N:2]1[C:10]2[C:5](=[CH:6][CH:7]=[CH:8][CH:9]=2)[CH:4]=[C:3]1B(O)O.Br[C:15]1[CH:16]=[C:17]([S:21]([N:24]([CH2:27][CH3:28])[CH2:25][CH3:26])(=[O:23])=[O:22])[CH:18]=[N:19][CH:20]=1.C([O-])([O-])=O.[K+].[K+].O. Given the product [CH2:27]([N:24]([CH2:25][CH3:26])[S:21]([C:17]1[CH:18]=[N:19][CH:20]=[C:15]([C:3]2[N:2]([CH3:1])[C:10]3[C:5]([CH:4]=2)=[CH:6][CH:7]=[CH:8][CH:9]=3)[CH:16]=1)(=[O:22])=[O:23])[CH3:28], predict the reactants needed to synthesize it. (5) Given the product [C:1]([O:5][C:6](=[O:7])[NH:8][C@H:9]([C:10]1[N:22]([C:23]2[CH:28]=[CH:27][CH:26]=[CH:25][CH:24]=2)[C:16]2[C:15]([F:14])=[CH:20][CH:19]=[CH:18][C:17]=2[N:21]=1)[CH3:13])([CH3:4])([CH3:3])[CH3:2], predict the reactants needed to synthesize it. The reactants are: [C:1]([O:5][C:6]([NH:8][C@@H:9]([CH3:13])[C:10](O)=O)=[O:7])([CH3:4])([CH3:3])[CH3:2].[F:14][C:15]1[CH:20]=[CH:19][CH:18]=[C:17]([NH2:21])[C:16]=1[NH:22][C:23]1[CH:28]=[CH:27][CH:26]=[CH:25][CH:24]=1.C1C=NC2N(O)N=NC=2C=1.CN1CCOCC1.Cl.CN(C)CCCN=C=NCC. (6) Given the product [Cl:3][C:4]1[CH:5]=[C:6]([CH2:11][N:12]2[C:16]3[CH:17]([OH:20])[CH2:18][CH2:19][C:15]=3[N:14]=[C:13]2[CH:21]([CH3:23])[CH3:22])[CH:7]=[CH:8][C:9]=1[Cl:10], predict the reactants needed to synthesize it. The reactants are: [BH4-].[Na+].[Cl:3][C:4]1[CH:5]=[C:6]([CH2:11][N:12]2[C:16]3[C:17](=[O:20])[CH2:18][CH2:19][C:15]=3[N:14]=[C:13]2[CH:21]([CH3:23])[CH3:22])[CH:7]=[CH:8][C:9]=1[Cl:10]. (7) Given the product [F:26][C:16]1[C:17]([O:22][CH:23]([CH3:25])[CH3:24])=[CH:18][CH:19]=[C:20]([F:21])[C:15]=1[O:14][C:12]1[CH2:13][N:9]([C@@H:4]([CH2:5][CH:6]([CH3:8])[CH3:7])[C:3]([OH:28])=[O:2])[C:10](=[O:27])[CH:11]=1, predict the reactants needed to synthesize it. The reactants are: C[O:2][C:3](=[O:28])[C@@H:4]([N:9]1[CH2:13][C:12]([O:14][C:15]2[C:20]([F:21])=[CH:19][CH:18]=[C:17]([O:22][CH:23]([CH3:25])[CH3:24])[C:16]=2[F:26])=[CH:11][C:10]1=[O:27])[CH2:5][CH:6]([CH3:8])[CH3:7].O.[OH-].[Li+].